This data is from Catalyst prediction with 721,799 reactions and 888 catalyst types from USPTO. The task is: Predict which catalyst facilitates the given reaction. (1) Reactant: [NH2:1][C:2]1[C:7]([C:8]2[CH:13]=[CH:12][C:11]([N:14]3[CH2:19][CH2:18][N:17](C(OC(C)(C)C)=O)[CH2:16][CH2:15]3)=[CH:10][CH:9]=2)=[C:6]([NH:27][C@H:28]([C:30]2[N:35]([C:36]3[CH:41]=[CH:40][CH:39]=[CH:38][CH:37]=3)[C:34](=[O:42])[C:33]3=[C:43]([CH3:46])[CH:44]=[CH:45][N:32]3[N:31]=2)[CH3:29])[N:5]=[CH:4][N:3]=1.Cl. Product: [NH2:1][C:2]1[N:3]=[CH:4][N:5]=[C:6]([NH:27][C@H:28]([C:30]2[N:35]([C:36]3[CH:41]=[CH:40][CH:39]=[CH:38][CH:37]=3)[C:34](=[O:42])[C:33]3=[C:43]([CH3:46])[CH:44]=[CH:45][N:32]3[N:31]=2)[CH3:29])[C:7]=1[C:8]1[CH:13]=[CH:12][C:11]([N:14]2[CH2:15][CH2:16][NH:17][CH2:18][CH2:19]2)=[CH:10][CH:9]=1. The catalyst class is: 12. (2) Reactant: [CH3:1][C:2]1[C:18]([CH3:19])=[CH:17][CH:16]=[CH:15][C:3]=1[C:4]([NH:6][NH:7]C(OC(C)(C)C)=O)=[O:5].FC(F)(F)C(O)=O.C([O-])([O-])=O.[K+].[K+].[OH-].[Na+]. Product: [CH3:1][C:2]1[C:18]([CH3:19])=[CH:17][CH:16]=[CH:15][C:3]=1[C:4]([NH:6][NH2:7])=[O:5]. The catalyst class is: 34. (3) Reactant: [NH2:1][C:2]1[CH:12]=[CH:11][C:5]([C:6]([O:8][CH2:9][CH3:10])=[O:7])=[CH:4][C:3]=1[NH:13][CH2:14][C:15]1[CH:20]=[CH:19][C:18]([Cl:21])=[CH:17][C:16]=1[Cl:22].CN(C)C1C=CC=CC=1.[C:32](Cl)(=[O:36])[C:33](Cl)=[O:34]. Product: [Cl:22][C:16]1[CH:17]=[C:18]([Cl:21])[CH:19]=[CH:20][C:15]=1[CH2:14][N:13]1[C:3]2[C:2](=[CH:12][CH:11]=[C:5]([C:6]([O:8][CH2:9][CH3:10])=[O:7])[CH:4]=2)[NH:1][C:33](=[O:34])[C:32]1=[O:36]. The catalyst class is: 11. (4) Reactant: CN(C(ON1N=NC2C=CC=NC1=2)=[N+](C)C)C.F[P-](F)(F)(F)(F)F.[CH2:25]([NH:27][CH2:28][C:29]([NH:31][CH2:32][CH2:33][CH2:34][OH:35])=[O:30])[CH3:26].[CH2:36]([S:38]([N:41]1[C:53]2[CH2:52][CH2:51][CH:50]([CH:54]3[CH2:59][CH2:58][O:57][CH2:56][CH2:55]3)[CH2:49][C:48]=2[C:47]2[C:42]1=[CH:43][CH:44]=[C:45]([C:60](O)=[O:61])[CH:46]=2)(=[O:40])=[O:39])[CH3:37].C(N(CC)C(C)C)(C)C. Product: [CH2:25]([N:27]([CH2:28][C:29]([NH:31][CH2:32][CH2:33][CH2:34][OH:35])=[O:30])[C:60]([C:45]1[CH:46]=[C:47]2[C:42](=[CH:43][CH:44]=1)[N:41]([S:38]([CH2:36][CH3:37])(=[O:40])=[O:39])[C:53]1[CH2:52][CH2:51][CH:50]([CH:54]3[CH2:59][CH2:58][O:57][CH2:56][CH2:55]3)[CH2:49][C:48]2=1)=[O:61])[CH3:26]. The catalyst class is: 3. (5) Reactant: [NH2:1][C@@H:2]([CH2:29][C:30]1[CH:35]=[CH:34][C:33]([C:36]2[CH:41]=[CH:40][CH:39]=[CH:38][N:37]=2)=[CH:32][CH:31]=1)[CH2:3][C@H:4]([OH:28])[C@@H:5]([N:13](CC1C=CC=CC=1)CC1C=CC=CC=1)[CH2:6][C:7]1[CH:12]=[CH:11][CH:10]=[CH:9][CH:8]=1. Product: [NH2:13][C@H:5]([C@@H:4]([OH:28])[CH2:3][C@@H:2]([NH2:1])[CH2:29][C:30]1[CH:31]=[CH:32][C:33]([C:36]2[CH:41]=[CH:40][CH:39]=[CH:38][N:37]=2)=[CH:34][CH:35]=1)[CH2:6][C:7]1[CH:12]=[CH:11][CH:10]=[CH:9][CH:8]=1. The catalyst class is: 5. (6) Reactant: [CH2:1]([O:3][C:4](=[O:10])[CH2:5][CH2:6][C:7]([Br:9])=[CH2:8])[CH3:2].[CH:11]([Br:14])(Br)[Br:12].[Br-].[Br-].C([N+](C)(C)CC[N+](CC1C=CC=CC=1)(C)C)C1C=CC=CC=1.[OH-].[K+]. Product: [CH2:1]([O:3][C:4](=[O:10])[CH2:5][CH2:6][C:7]1([Br:9])[CH2:8][C:11]1([Br:14])[Br:12])[CH3:2]. The catalyst class is: 2. (7) Reactant: [CH3:1][C:2]1[CH:7]=[CH:6][CH:5]=[C:4]([CH3:8])[N:3]=1.C([Li])CCC.CON(C)[C:17]([C:19]1[CH:27]=[CH:26][C:22]2[O:23][CH2:24][O:25][C:21]=2[CH:20]=1)=[O:18]. Product: [O:23]1[C:22]2[CH:26]=[CH:27][C:19]([C:17](=[O:18])[CH2:1][C:2]3[CH:7]=[CH:6][CH:5]=[C:4]([CH3:8])[N:3]=3)=[CH:20][C:21]=2[O:25][CH2:24]1. The catalyst class is: 1.